Dataset: Reaction yield outcomes from USPTO patents with 853,638 reactions. Task: Predict the reaction yield, written as a fraction of the theoretical maximum amount of product (1.0 means a 100% yield; for example, 0.34 means a 34% yield). (1) The reactants are [OH:1][C@H:2]([C:23]1[CH:28]=[CH:27][CH:26]=[CH:25][CH:24]=1)[CH2:3][CH2:4][N:5]1[CH2:10][CH2:9][CH:8]([C:11]2[CH:12]=[C:13]([NH:17][C:18](=[O:22])[CH:19]([CH3:21])[CH3:20])[CH:14]=[CH:15][CH:16]=2)[CH2:7][CH2:6]1.[C:29]1([C:39](Cl)=[O:40])[C:38]2[C:33](=[CH:34][CH:35]=[CH:36][CH:37]=2)[CH:32]=[CH:31][CH:30]=1.C(N(C(C)C)CC)(C)C. The catalyst is C1COCC1. The product is [C:29]1([C:39]([O:1][C@H:2]([C:23]2[CH:24]=[CH:25][CH:26]=[CH:27][CH:28]=2)[CH2:3][CH2:4][N:5]2[CH2:10][CH2:9][CH:8]([C:11]3[CH:16]=[CH:15][CH:14]=[C:13]([NH:17][C:18](=[O:22])[CH:19]([CH3:21])[CH3:20])[CH:12]=3)[CH2:7][CH2:6]2)=[O:40])[C:38]2[C:33](=[CH:34][CH:35]=[CH:36][CH:37]=2)[CH:32]=[CH:31][CH:30]=1. The yield is 0.713. (2) The reactants are [CH3:1][O:2][C:3]1[CH:47]=[C:46]([O:48][CH3:49])[CH:45]=[CH:44][C:4]=1[CH2:5][NH:6][C:7]1[C:8]2[CH:15]=[CH:14][N:13]([C@H:16]3[C@@H:20]4[O:21][C:22]([CH3:25])([CH3:24])[O:23][C@@H:19]4[C@@H:18]([CH2:26][NH:27][CH:28]4[CH2:31][CH:30]([CH2:32][CH2:33][C:34]([O:36][CH2:37][C:38]5[CH:43]=[CH:42][CH:41]=[CH:40][CH:39]=5)=[O:35])[CH2:29]4)[O:17]3)[C:9]=2[N:10]=[CH:11][N:12]=1.I[CH:51]([CH3:53])[CH3:52].C([O-])([O-])=O.[K+].[K+]. The catalyst is CC#N. The product is [CH3:1][O:2][C:3]1[CH:47]=[C:46]([O:48][CH3:49])[CH:45]=[CH:44][C:4]=1[CH2:5][NH:6][C:7]1[C:8]2[CH:15]=[CH:14][N:13]([C@H:16]3[C@@H:20]4[O:21][C:22]([CH3:25])([CH3:24])[O:23][C@@H:19]4[C@@H:18]([CH2:26][N:27]([CH:51]([CH3:53])[CH3:52])[CH:28]4[CH2:31][CH:30]([CH2:32][CH2:33][C:34]([O:36][CH2:37][C:38]5[CH:39]=[CH:40][CH:41]=[CH:42][CH:43]=5)=[O:35])[CH2:29]4)[O:17]3)[C:9]=2[N:10]=[CH:11][N:12]=1. The yield is 0.710. (3) The reactants are [C:1]12([O:8][C:7]3[CH:9]=[CH:10][C:11]([C:13]4([C:16]([O:18]C)=[O:17])[CH2:15][CH2:14]4)=[CH:12][C:6]=3[O:5]1)[CH2:4][CH2:3][CH2:2]2.[Li+].[OH-].Cl. The catalyst is C1COCC1.O. The product is [C:1]12([O:8][C:7]3[CH:9]=[CH:10][C:11]([C:13]4([C:16]([OH:18])=[O:17])[CH2:15][CH2:14]4)=[CH:12][C:6]=3[O:5]1)[CH2:2][CH2:3][CH2:4]2. The yield is 0.590. (4) The reactants are [C:1]([O:5][C:6](=[O:24])[N:7]([CH2:11][CH2:12][O:13][C:14]1[CH:19]=[CH:18][C:17]([N+:20]([O-])=O)=[C:16]([CH3:23])[N:15]=1)[CH2:8][CH2:9][CH3:10])([CH3:4])([CH3:3])[CH3:2]. The catalyst is CO.[Pd]. The product is [C:1]([O:5][C:6](=[O:24])[N:7]([CH2:11][CH2:12][O:13][C:14]1[CH:19]=[CH:18][C:17]([NH2:20])=[C:16]([CH3:23])[N:15]=1)[CH2:8][CH2:9][CH3:10])([CH3:2])([CH3:3])[CH3:4]. The yield is 0.842.